This data is from Reaction yield outcomes from USPTO patents with 853,638 reactions. The task is: Predict the reaction yield, written as a fraction of the theoretical maximum amount of product (1.0 means a 100% yield; for example, 0.34 means a 34% yield). (1) The reactants are [NH2:1][C:2]1[N:7]=[C:6]([C:8]2[O:9][CH:10]=[CH:11][CH:12]=2)[C:5]([C:13]#[N:14])=[C:4]([NH:15][CH2:16][C:17]2[CH:22]=[CH:21][C:20]([CH:23]=[CH2:24])=[CH:19][CH:18]=2)[N:3]=1.[H][H]. The catalyst is C(O)C.[Pd]. The product is [NH2:1][C:2]1[N:3]=[C:4]([NH:15][CH2:16][C:17]2[CH:18]=[CH:19][C:20]([CH2:23][CH3:24])=[CH:21][CH:22]=2)[C:5]([C:13]#[N:14])=[C:6]([C:8]2[O:9][CH:10]=[CH:11][CH:12]=2)[N:7]=1. The yield is 0.240. (2) The reactants are [Br:1][C:2]1[CH:7]=[CH:6][N:5]=[C:4]2[NH:8][CH:9]=[CH:10][C:3]=12.[H-].[Na+].[CH3:13][Si:14]([CH3:21])([CH3:20])[CH2:15][CH2:16][O:17][CH2:18]Cl. The catalyst is CN(C=O)C. The product is [Br:1][C:2]1[CH:7]=[CH:6][N:5]=[C:4]2[N:8]([CH2:18][O:17][CH2:16][CH2:15][Si:14]([CH3:21])([CH3:20])[CH3:13])[CH:9]=[CH:10][C:3]=12. The yield is 0.945. (3) The reactants are Cl[C:2]1[C:14]2[C:13]3[CH:12]=[CH:11][C:10]([C:15]([O:17][CH3:18])=[O:16])=[CH:9][C:8]=3[NH:7][C:6]=2[C:5]([C:19]#[N:20])=[CH:4][N:3]=1.[F:21][C:22]1[CH:23]=[CH:24][CH:25]=[C:26]2[C:31]=1[N:30]=[CH:29][N:28]([C:32]1[CH:37]=[CH:36][CH:35]=[C:34](B3OC(C)(C)C(C)(C)O3)[C:33]=1[CH3:47])[C:27]2=[O:48].C(=O)([O-])[O-].[Na+].[Na+]. The catalyst is O1CCOCC1.C1C=CC([P]([Pd]([P](C2C=CC=CC=2)(C2C=CC=CC=2)C2C=CC=CC=2)([P](C2C=CC=CC=2)(C2C=CC=CC=2)C2C=CC=CC=2)[P](C2C=CC=CC=2)(C2C=CC=CC=2)C2C=CC=CC=2)(C2C=CC=CC=2)C2C=CC=CC=2)=CC=1. The product is [CH3:18][O:17][C:15]([C:10]1[CH:11]=[CH:12][C:13]2[C:14]3[C:2]([C:34]4[CH:35]=[CH:36][CH:37]=[C:32]([N:28]5[C:27](=[O:48])[C:26]6[C:31](=[C:22]([F:21])[CH:23]=[CH:24][CH:25]=6)[N:30]=[CH:29]5)[C:33]=4[CH3:47])=[N:3][CH:4]=[C:5]([C:19]#[N:20])[C:6]=3[NH:7][C:8]=2[CH:9]=1)=[O:16]. The yield is 0.340. (4) The reactants are [CH3:1][O:2][C:3]([C:5]1[N:6]=[C:7](Br)[N:8]([CH2:10][O:11][CH2:12][CH2:13][Si:14]([CH3:17])([CH3:16])[CH3:15])[CH:9]=1)=[O:4].C([Mg]Cl)(C)C.CN([CH:27]=[O:28])C. The catalyst is C1COCC1. The product is [CH3:1][O:2][C:3]([C:5]1[N:6]=[C:7]([CH:27]=[O:28])[N:8]([CH2:10][O:11][CH2:12][CH2:13][Si:14]([CH3:17])([CH3:16])[CH3:15])[CH:9]=1)=[O:4]. The yield is 0.530. (5) The catalyst is CN(C=O)C. The reactants are [C:1]([O:9][CH3:10])(=[O:8])[C:2]1[CH:7]=[CH:6][N:5]=[CH:4][CH:3]=1.[N+:11](C1C=C([N+]([O-])=O)C=CC=1ON)([O-])=O.[C:25]([O:29][CH2:30][CH3:31])(=[O:28])[C:26]#[CH:27].C(=O)([O-])[O-].[K+].[K+]. The yield is 0.740. The product is [N:11]1[N:5]2[CH:6]=[CH:7][C:2]([C:1]([O:9][CH3:10])=[O:8])=[CH:3][C:4]2=[C:26]([C:25]([O:29][CH2:30][CH3:31])=[O:28])[CH:27]=1. (6) The reactants are [Cl:1][C:2]1[CH:7]=[C:6]([F:8])[C:5]([C:9]2[C:18]3[C:13](=[CH:14][C:15]([N:19]4[CH2:24][CH2:23][O:22][CH2:21][CH2:20]4)=[CH:16][CH:17]=3)[N:12]=[CH:11][N:10]=2)=[CH:4][C:3]=1[CH:25]([OH:33])[C:26]1[CH:31]=[CH:30][C:29](=[O:32])[NH:28][N:27]=1.I[CH2:35][CH3:36].C(=O)([O-])[O-].[K+].[K+]. The catalyst is CN(C)C=O. The product is [Cl:1][C:2]1[CH:7]=[C:6]([F:8])[C:5]([C:9]2[C:18]3[C:13](=[CH:14][C:15]([N:19]4[CH2:24][CH2:23][O:22][CH2:21][CH2:20]4)=[CH:16][CH:17]=3)[N:12]=[CH:11][N:10]=2)=[CH:4][C:3]=1[CH:25]([OH:33])[C:26]1[CH:31]=[CH:30][C:29](=[O:32])[N:28]([CH2:35][CH3:36])[N:27]=1. The yield is 0.970.